This data is from Full USPTO retrosynthesis dataset with 1.9M reactions from patents (1976-2016). The task is: Predict the reactants needed to synthesize the given product. (1) The reactants are: [C:1](=[O:18])(ON1C(=O)CCC1=O)[O:2][CH2:3][C:4]1[CH:9]=[CH:8][CH:7]=[CH:6][CH:5]=1.[CH3:19][NH:20][CH2:21][C:22]1[CH:27]=[CH:26][CH:25]=[C:24]([N+:28]([O-:30])=[O:29])[CH:23]=1.CCN(C(C)C)C(C)C. Given the product [CH3:19][N:20]([CH2:21][C:22]1[CH:27]=[CH:26][CH:25]=[C:24]([N+:28]([O-:30])=[O:29])[CH:23]=1)[C:1](=[O:18])[O:2][CH2:3][C:4]1[CH:5]=[CH:6][CH:7]=[CH:8][CH:9]=1, predict the reactants needed to synthesize it. (2) The reactants are: [NH2:1][C:2]1[CH:3]=[N:4][CH:5]=[CH:6][C:7]=1[N:8]1[CH2:13][C@H:12]([CH3:14])[CH2:11][C@H:10]([NH:15]C(=O)OC(C)(C)C)[CH2:9]1.C(OC([NH:30][C:31]1[O:39][C:38]2[C:33](=[N:34][CH:35]=[C:36]([CH:40]3[CH2:43][CH2:42][CH2:41]3)[CH:37]=2)[C:32]=1[C:44](O)=[O:45])=O)(C)(C)C.CN(C(ON1N=NC2C=CC=NC1=2)=[N+](C)C)C.F[P-](F)(F)(F)(F)F.CCN(C(C)C)C(C)C.Cl.O1CCOCC1. Given the product [NH2:30][C:31]1[O:39][C:38]2[C:33](=[N:34][CH:35]=[C:36]([CH:40]3[CH2:43][CH2:42][CH2:41]3)[CH:37]=2)[C:32]=1[C:44]([NH:1][C:2]1[CH:3]=[N:4][CH:5]=[CH:6][C:7]=1[N:8]1[CH2:13][C@H:12]([CH3:14])[CH2:11][C@H:10]([NH2:15])[CH2:9]1)=[O:45], predict the reactants needed to synthesize it.